This data is from Experimentally validated miRNA-target interactions with 360,000+ pairs, plus equal number of negative samples. The task is: Binary Classification. Given a miRNA mature sequence and a target amino acid sequence, predict their likelihood of interaction. (1) The miRNA is mmu-miR-132-3p with sequence UAACAGUCUACAGCCAUGGUCG. The protein sequence of the target gene is MEKTKEKAERILLEPYRYLLQLPGKQVRSKLSQAFNHWLKVPEDKLQIIIEVTEMLHNASLLIDDIEDSSKLRRGFPVAHSIYGVPSVINSANYVYFLGLEKVLTLDHPDAVKLFTRQLLELHQGQGLDIYWRDTYTCPTEEEYKAMVLQKTGGLFGLAVGLMQLFSDYKEDLKPLLDTLGLFFQIRDDYANLHSKEYSENKSFCEDLTEGKFSFPTIHAIWSRPESTQVQNILRQRTENIDIKKYCVQYLEDVGSFAYTRHTLRELEAKAYKQIEACGGNPSLVALVKHLSKMFTEENK.... Result: 0 (no interaction). (2) The miRNA is hsa-miR-580-5p with sequence UAAUGAUUCAUCAGACUCAGAU. The protein sequence of the target gene is MRRPPPLGPTTASGPEGNVRNLQKRQAPGPGAAGGCGPEAGGCRENKQKRRMVARATPGRGEVESDKSVAASGAGKAARRQVEGRRGPVSPSDSSDPRGLEAAKEAELPLQTERHTKEKRKVTEASSDDPQPGLDLVRKESLTSSESFQTVECLQSLGKESIIEGIKRRIRNKKLKSLENPPLKITENEATQNIKVEFQDELYKNTPKYSCNILSPEVENNSVLKLRDCNCFPHSKGCNDENNLPYKPDGGCMHVAENFSKKENLRSLAEKSDTNSIPQLLQTEENVMGVNKLLPEESDL.... Result: 1 (interaction). (3) The miRNA is mmu-miR-540-5p with sequence CAAGGGUCACCCUCUGACUCUGU. Result: 1 (interaction). The protein sequence of the target gene is MAELQMLLEEEIPGGRRALFDSYTNLERVADYCENNYIQSPDKQRALEETKAYTTQSLASVAYLINTLANNVLQMLDIQASQLRRMESSINHISQTVDIHKEKVARREIGILTTNKNTSRTHKIIAPANLERPVRYIRKPIDYTILDDIGHGVKVSTQNMKMGGLPRTTPPTQKPPSPPMSGKGTLGRHSPYRTLEPVRPPVVPNDYVPSPTRNMAPSQQSPVRTASVNQRNRTYSSSGSSGGSHPSSRSSSRENSGSGSVGVPIAVPTPSPPSVFPGHPVQFYSMNRPASRHTPPTIGG.... (4) The miRNA is hsa-miR-3665 with sequence AGCAGGUGCGGGGCGGCG. Result: 1 (interaction). The protein sequence of the target gene is MARRGFSCLLLSTTATDLPVKRRT. (5) The miRNA is hsa-miR-518a-5p with sequence CUGCAAAGGGAAGCCCUUUC. The protein sequence of the target gene is MNQPGGAAAPQADGASAAGRKSTASRERLKRSQKSTKVEGPEPVPAEASLSAEQGTMTEVKVKTELPDDYIQEVIWQGEAKEEKKAVSKDGTSDVPAEICVVIGGVRNQQTLDGKAPEGSPHGGSVRSRYSGTWIFDQALRYASGSYECGICGKKYKYYNCFQTHVRAHRDTEATSGEGASQSNNFRYTCDICGKKYKYYSCFQEHRDLHAVDVFSVEGAPENRADPFDQGVVATDEVKEEPPEPFQKIGPKTGNYTCEFCGKQYKYYTPYQEHVALHAPISTAPGWEPPDDPDTGSECS.... Result: 1 (interaction). (6) The miRNA is hsa-miR-2116-5p with sequence GGUUCUUAGCAUAGGAGGUCU. The protein sequence of the target gene is MLLKEYRICMPLTVDEYKIGQLYMISKHSHEQSDRGEGVEVVQNEPFEDPHHGNGQFTEKRVYLNSKLPSWARAVVPKIFYVTEKAWNYYPYTITEYTCSFLPKFSIHIETKYEDNKGSNDTIFDNEAKDVEREVCFIDIACDEIPERYYKESEDPKHFKSEKTGRGQLREGWRDSHQPIMCSYKLVTVKFEVWGLQTRVEQFVHKVVRDILLIGHRQAFAWVDEWYDMTMDEVREFERATQEATNKKIGIFPPAISISSIPLLPSSVRSAPSSAPSTPLSTDAPEFLSVPKDRPRKKSA.... Result: 0 (no interaction). (7) The miRNA is hsa-miR-5192 with sequence AGGAGAGUGGAUUCCAGGUGGU. The protein sequence of the target gene is MGKRYFCDYCDRSFQDNLHNRKKHLNGLQHLKAKKVWYDMFRDAAAILLDEQNKRPCRKFLLTGQCDFGSNCRFSHMSERDLQELSIQVEEERRAREWLLDAPELPEGHLEDWLEKRAKRLSSAPSSRAEPIRTTVFQYPVGWPPVQELPPSLRAPPPGGWPLQPRVQWG. Result: 1 (interaction). (8) The miRNA is hsa-miR-6798-5p with sequence CCAGGGGGAUGGGCGAGCUUGGG. The protein sequence of the target gene is MSHGKGTDMLPEIAAAVGFLSSLLRTRGCVSEQRLKVFSGALQEALTEHYKHHWFPEKPSKGSGYRCIRINHKMDPIISRVASQIGLSQPQLHQLLPSELTLWVDPYEVSYRIGEDGSICVLYEEAPLAASCGLLTCKNQVLLGRSSPSKNYVMAVSS. Result: 1 (interaction).